Predict which catalyst facilitates the given reaction. From a dataset of Catalyst prediction with 721,799 reactions and 888 catalyst types from USPTO. (1) Reactant: C[O:2][C:3](=[O:27])[C:4]1[C:9]([O:10]C(=O)C)=[C:8]([O:14][CH2:15][C:16]2[CH:21]=[CH:20][CH:19]=[CH:18][CH:17]=2)[C:7]([CH2:22][O:23]C(=O)C)=[N:6][CH:5]=1.[OH-].[Na+].C(OCC)C.Cl. Product: [CH2:15]([O:14][C:8]1[C:7]([CH2:22][OH:23])=[N:6][CH:5]=[C:4]([C:9]=1[OH:10])[C:3]([OH:27])=[O:2])[C:16]1[CH:17]=[CH:18][CH:19]=[CH:20][CH:21]=1. The catalyst class is: 5. (2) Reactant: [C:1]([O:4][C@H:5]1[CH2:22][CH2:21][C@@:20]2([CH3:23])[C@@H:7]([CH2:8][CH2:9][C@:10]3([CH3:34])[C@@H:19]2[CH2:18][CH2:17][C@H:16]2[C@@:11]3([CH3:33])[CH2:12][CH2:13][C@@:14]3([C:30]([OH:32])=[O:31])[CH2:26][CH2:25][C@@H:24]([C:27]([CH3:29])=[CH2:28])[C@@H:15]32)[C:6]1([CH3:36])[CH3:35])(=[O:3])[CH3:2].Cl[C:38]1[CH:64]=[C:63](Cl)[CH:62]=[C:61](Cl)[C:39]=1[C:40]([O:42][C:43]([C@H:45]1[CH2:48][C@@H:47](C(OCC2C=CC=CC=2)=O)[C:46]1(C)[CH3:59])=[O:44])=O. Product: [CH2:40]([O:42][C:43]([CH:45]1[CH2:48][CH:2]([C:1]([O:4][C@H:5]2[CH2:22][CH2:21][C@@:20]3([CH3:23])[C@@H:7]([CH2:8][CH2:9][C@:10]4([CH3:34])[C@@H:19]3[CH2:18][CH2:17][C@H:16]3[C@@:11]4([CH3:33])[CH2:12][CH2:13][C@@:14]4([C:30]([OH:32])=[O:31])[CH2:26][CH2:25][C@@H:24]([C:27]([CH3:29])=[CH2:28])[C@@H:15]43)[C:6]2([CH3:36])[CH3:35])=[O:3])[C:46]1([CH3:59])[CH3:47])=[O:44])[C:39]1[CH:61]=[CH:62][CH:63]=[CH:64][CH:38]=1. The catalyst class is: 383. (3) Reactant: [Br:1][C:2]1[S:3][C:4]([C:7]([OH:9])=O)=[CH:5][N:6]=1.C(N(CC)C(C)C)(C)C.F[P-](F)(F)(F)(F)F.N1(O[P+](N(C)C)(N(C)C)N(C)C)C2C=CC=CC=2N=N1.[NH2:46][CH2:47][C:48]1[C:57](=[O:58])[C:56]2[C:51](=[CH:52][C:53]([Cl:59])=[CH:54][CH:55]=2)[N:50]([C:60]2[CH:65]=[CH:64][CH:63]=[CH:62][CH:61]=2)[CH:49]=1. Product: [Cl:59][C:53]1[CH:52]=[C:51]2[C:56]([C:57](=[O:58])[C:48]([CH2:47][NH:46][C:7]([C:4]3[S:3][C:2]([Br:1])=[N:6][CH:5]=3)=[O:9])=[CH:49][N:50]2[C:60]2[CH:65]=[CH:64][CH:63]=[CH:62][CH:61]=2)=[CH:55][CH:54]=1. The catalyst class is: 2. (4) Product: [Cl:17][C:13]1[CH:12]=[C:11]([C:5]2[C:6]([O:9][CH3:10])=[CH:7][CH:8]=[C:3]([CH2:2][C:23]3[CH:24]=[CH:25][C:20]([F:19])=[N:21][CH:22]=3)[C:4]=2[F:18])[CH:16]=[CH:15][CH:14]=1. Reactant: Br[CH2:2][C:3]1[C:4]([F:18])=[C:5]([C:11]2[CH:16]=[CH:15][CH:14]=[C:13]([Cl:17])[CH:12]=2)[C:6]([O:9][CH3:10])=[CH:7][CH:8]=1.[F:19][C:20]1[CH:25]=[CH:24][C:23](B(O)O)=[CH:22][N:21]=1.C1(C)C=CC=CC=1.C([O-])([O-])=O.[Na+].[Na+]. The catalyst class is: 461.